This data is from Peptide-MHC class I binding affinity with 185,985 pairs from IEDB/IMGT. The task is: Regression. Given a peptide amino acid sequence and an MHC pseudo amino acid sequence, predict their binding affinity value. This is MHC class I binding data. (1) The peptide sequence is GMFTNRLGSQ. The MHC is HLA-A31:01 with pseudo-sequence HLA-A31:01. The binding affinity (normalized) is 0. (2) The peptide sequence is NVMDPMHGA. The MHC is HLA-A02:16 with pseudo-sequence HLA-A02:16. The binding affinity (normalized) is 0.0847. (3) The peptide sequence is ATLLAVSGVY. The MHC is HLA-A26:01 with pseudo-sequence HLA-A26:01. The binding affinity (normalized) is 0.285. (4) The peptide sequence is KVIEKMEVL. The MHC is HLA-B08:01 with pseudo-sequence HLA-B08:01. The binding affinity (normalized) is 0.0847. (5) The peptide sequence is SSCKMALLFK. The MHC is HLA-A68:01 with pseudo-sequence HLA-A68:01. The binding affinity (normalized) is 0.546. (6) The peptide sequence is REVFDYLLP. The MHC is HLA-B15:09 with pseudo-sequence HLA-B15:09. The binding affinity (normalized) is 0.0847. (7) The peptide sequence is YSHGTGTGY. The MHC is HLA-A01:01 with pseudo-sequence HLA-A01:01. The binding affinity (normalized) is 0.306. (8) The peptide sequence is IINFTISMR. The MHC is HLA-A68:01 with pseudo-sequence HLA-A68:01. The binding affinity (normalized) is 0.877. (9) The peptide sequence is AYIAFPTSCHMFI. The MHC is HLA-B40:02 with pseudo-sequence HLA-B40:02. The binding affinity (normalized) is 0.